From a dataset of Retrosynthesis with 50K atom-mapped reactions and 10 reaction types from USPTO. Predict the reactants needed to synthesize the given product. (1) Given the product O=C(OCc1ccccc1)[C@@H]1CCCN1S(=O)(=O)c1ccc(F)cc1, predict the reactants needed to synthesize it. The reactants are: O=C(OCc1ccccc1)[C@@H]1CCCN1.O=S(=O)(Cl)c1ccc(F)cc1. (2) Given the product Cc1cc(-c2cc(F)c(F)cc2-c2ccc(S(C)(=O)=O)cc2)ccc1F, predict the reactants needed to synthesize it. The reactants are: CS(=O)(=O)c1ccc(-c2cc(F)c(F)cc2Br)cc1.Cc1cc(B(O)O)ccc1F. (3) Given the product Cc1cc(C(=O)N2CCC[C@@H]3c4ccccc4C[C@@H]32)ccc1O, predict the reactants needed to synthesize it. The reactants are: Cc1cc(C(=O)O)ccc1O.c1ccc2c(c1)C[C@@H]1NCCC[C@H]21. (4) Given the product NC(=O)c1ccc(NC2CCC(N)CC2)cc1, predict the reactants needed to synthesize it. The reactants are: CC(C)(C)OC(=O)NC1CCC(Nc2ccc(C(N)=O)cc2)CC1. (5) Given the product COc1cc(N)ccc1-c1cn2ncccc2n1, predict the reactants needed to synthesize it. The reactants are: COc1cc(NC(C)=O)ccc1-c1cn2ncccc2n1. (6) Given the product Cc1c(-c2ccccc2)nnc(N(C)C)c1C, predict the reactants needed to synthesize it. The reactants are: CNC.Cc1c(Cl)nnc(-c2ccccc2)c1C. (7) Given the product Cc1ccc(S(=O)(=O)N2CC(=O)C(Br)C2)cc1, predict the reactants needed to synthesize it. The reactants are: Cc1ccc(S(=O)(=O)N2CC(O)C(Br)C2)cc1.